This data is from Reaction yield outcomes from USPTO patents with 853,638 reactions. The task is: Predict the reaction yield, written as a fraction of the theoretical maximum amount of product (1.0 means a 100% yield; for example, 0.34 means a 34% yield). (1) The reactants are [S:1]([N:11]1[C:15]2=[N:16][CH:17]=[C:18]([CH2:20][NH:21][C:22]([C@@H:24]3[CH2:29][CH2:28][CH2:27][N:26]([C:30]([O:32][C:33]([CH3:36])([CH3:35])[CH3:34])=[O:31])[CH2:25]3)=S)[N:19]=[C:14]2[CH:13]=[CH:12]1)([C:4]1[CH:10]=[CH:9][C:7]([CH3:8])=[CH:6][CH:5]=1)(=[O:3])=[O:2]. The catalyst is O1CCOCC1.FC(F)(F)C([O-])=O.[Hg+2].FC(F)(F)C([O-])=O. The product is [S:1]([N:11]1[C:15]2[N:16]=[CH:17][C:18]3[N:19]([C:22]([C@@H:24]4[CH2:29][CH2:28][CH2:27][N:26]([C:30]([O:32][C:33]([CH3:36])([CH3:35])[CH3:34])=[O:31])[CH2:25]4)=[N:21][CH:20]=3)[C:14]=2[CH:13]=[CH:12]1)([C:4]1[CH:10]=[CH:9][C:7]([CH3:8])=[CH:6][CH:5]=1)(=[O:3])=[O:2]. The yield is 0.870. (2) The reactants are [CH2:1]([N:8]([CH2:19][CH2:20][OH:21])[C:9](=[O:18])[C:10]1[CH:15]=[CH:14][C:13]([Br:16])=[CH:12][C:11]=1F)[C:2]1[CH:7]=[CH:6][CH:5]=[CH:4][CH:3]=1.[H-].[Na+]. The catalyst is CN(C=O)C. The product is [CH2:1]([N:8]1[C:9](=[O:18])[C:10]2[CH:15]=[CH:14][C:13]([Br:16])=[CH:12][C:11]=2[O:21][CH2:20][CH2:19]1)[C:2]1[CH:7]=[CH:6][CH:5]=[CH:4][CH:3]=1. The yield is 0.840. (3) The reactants are [Cl:1][C:2]1[N:11]=[C:10](Cl)[C:9]2[CH2:8][CH2:7][CH2:6][CH:5]([C:13]3[CH:18]=[CH:17][CH:16]=[CH:15][CH:14]=3)[C:4]=2[N:3]=1.[CH3:19][NH:20][CH2:21][CH3:22]. The catalyst is CO. The product is [Cl:1][C:2]1[N:11]=[C:10]([N:20]([CH2:21][CH3:22])[CH3:19])[C:9]2[CH2:8][CH2:7][CH2:6][CH:5]([C:13]3[CH:18]=[CH:17][CH:16]=[CH:15][CH:14]=3)[C:4]=2[N:3]=1. The yield is 0.729. (4) The reactants are [Cl-].O[NH3+:3].[C:4](=[O:7])([O-])[OH:5].[Na+].CS(C)=O.[N:13]1([CH2:19][CH2:20][O:21][C@H:22]2[CH2:27][CH2:26][C@H:25]([N:28]3[C:33](=[O:34])[C:32]([CH2:35][C:36]4[CH:41]=[CH:40][C:39]([C:42]5[C:43]([C:48]#[N:49])=[CH:44][CH:45]=[CH:46][CH:47]=5)=[CH:38][CH:37]=4)=[C:31]([CH2:50][CH2:51][CH3:52])[N:30]4[N:53]=[CH:54][N:55]=[C:29]34)[CH2:24][CH2:23]2)[CH2:18][CH2:17][O:16][CH2:15][CH2:14]1. The catalyst is C(OCC)(=O)C. The product is [N:13]1([CH2:19][CH2:20][O:21][C@H:22]2[CH2:27][CH2:26][C@H:25]([N:28]3[C:33](=[O:34])[C:32]([CH2:35][C:36]4[CH:41]=[CH:40][C:39]([C:42]5[CH:47]=[CH:46][CH:45]=[CH:44][C:43]=5[C:48]5[NH:3][C:4](=[O:7])[O:5][N:49]=5)=[CH:38][CH:37]=4)=[C:31]([CH2:50][CH2:51][CH3:52])[N:30]4[N:53]=[CH:54][N:55]=[C:29]34)[CH2:24][CH2:23]2)[CH2:18][CH2:17][O:16][CH2:15][CH2:14]1. The yield is 0.590. (5) The reactants are [C:1](=[O:4])([O-])[NH2:2].N[C@H:6]([C:38]1[CH:43]=[CH:42][CH:41]=[CH:40][CH:39]=1)[CH2:7][N:8]1[C:13](=[O:14])[C:12]([C:15]2[CH:20]=[CH:19][CH:18]=[C:17]([O:21][CH3:22])[C:16]=2[F:23])=[C:11]([CH3:24])[N:10](CC2C(C(F)(F)F)=CC=CC=2F)[C:9]1=[O:37].C([O-])([O-])=O.[K+].[K+].C(=O)=O. The catalyst is O.CN(C=O)C. The product is [F:23][C:16]1[C:17]([O:21][CH3:22])=[CH:18][CH:19]=[CH:20][C:15]=1[C:12]1[C:13](=[O:14])[N:8]([CH2:7][C@H:6]([NH:2][C:1](=[O:4])[C:12]([CH3:15])([CH3:13])[CH3:11])[C:38]2[CH:39]=[CH:40][CH:41]=[CH:42][CH:43]=2)[C:9](=[O:37])[NH:10][C:11]=1[CH3:24]. The yield is 0.700. (6) The reactants are Cl[C:2]1[N:7]=[C:6]([O:8][C:9]2[CH:10]=[N:11][CH:12]=[CH:13][CH:14]=2)[N:5]=[C:4]([N:15]2[CH2:20][CH2:19][O:18][CH2:17][CH2:16]2)[CH:3]=1.[NH2:21][NH2:22]. The catalyst is C1COCC1. The product is [N:15]1([C:4]2[N:5]=[C:6]([O:8][C:9]3[CH:10]=[N:11][CH:12]=[CH:13][CH:14]=3)[N:7]=[C:2]([NH:21][NH2:22])[CH:3]=2)[CH2:20][CH2:19][O:18][CH2:17][CH2:16]1. The yield is 0.620. (7) The reactants are [CH3:1][S:2][CH:3]([C:5]1[CH:6]=[CH:7][C:8]([C:11]([Cl:14])([Cl:13])[Cl:12])=[N:9][CH:10]=1)[CH3:4].[N:15]#[C:16][NH2:17].C(O)(=O)C.C(O)(=O)C.IC1C=CC=CC=1. The catalyst is C1COCC1. The product is [CH3:1][S:2]([CH:3]([C:5]1[CH:10]=[N:9][C:8]([C:11]([Cl:14])([Cl:13])[Cl:12])=[CH:7][CH:6]=1)[CH3:4])=[N:17][C:16]#[N:15]. The yield is 0.400.